Dataset: Reaction yield outcomes from USPTO patents with 853,638 reactions. Task: Predict the reaction yield, written as a fraction of the theoretical maximum amount of product (1.0 means a 100% yield; for example, 0.34 means a 34% yield). (1) The reactants are [Cl-].[CH3:2][C:3]1[SH+:4][CH:5]=[CH:6][CH:7]=[CH:8][CH:9]=[CH:10][CH:11]=1.O.[NH2:13]N.C(O[C:19](=[O:21])[CH3:20])(=O)C.[CH:22]([N:25]([CH2:29]C)C(C)C)([CH3:24])[CH3:23].[C:31](#[N:33])C. The catalyst is O. The product is [CH3:31][NH:33][C:10]1[CH:9]=[CH:8][C:2]2[N:13]([C:19](=[O:21])[CH3:20])[C:6]3[C:5]([S:4][C:3]=2[CH:11]=1)=[CH:24][C:22]([NH:25][CH3:29])=[CH:23][CH:7]=3. The yield is 0.650. (2) The reactants are Br[CH2:2][CH2:3][CH2:4][N:5]1[C:9]2[CH:10]=[CH:11][CH:12]=[CH:13][C:8]=2[N:7]([C:14]2[CH:19]=[CH:18][C:17]([F:20])=[C:16]([F:21])[CH:15]=2)[S:6]1(=[O:23])=[O:22].[CH3:24][CH:25]1[CH2:30][NH:29][CH2:28][CH:27]([CH3:31])[NH:26]1. No catalyst specified. The product is [F:21][C:16]1[CH:15]=[C:14]([N:7]2[C:8]3[CH:13]=[CH:12][CH:11]=[CH:10][C:9]=3[N:5]([CH2:4][CH2:3][CH2:2][N:29]3[CH2:28][CH:27]([CH3:31])[NH:26][CH:25]([CH3:24])[CH2:30]3)[S:6]2(=[O:23])=[O:22])[CH:19]=[CH:18][C:17]=1[F:20]. The yield is 0.850. (3) The reactants are C[O:2][C:3]([C:5]1[CH:18]=[C:17]([Cl:19])[C:16]2[C:7](=[C:8]3[C:13](=[C:14]([O:20][CH3:21])[CH:15]=2)[CH:12]=[CH:11][CH:10]=[N:9]3)[N:6]=1)=O.CO.C(Cl)Cl.[BH4-].[Na+]. The catalyst is O. The product is [Cl:19][C:17]1[C:16]2[C:7](=[C:8]3[C:13](=[C:14]([O:20][CH3:21])[CH:15]=2)[CH:12]=[CH:11][CH:10]=[N:9]3)[N:6]=[C:5]([CH2:3][OH:2])[CH:18]=1. The yield is 0.940. (4) The reactants are Cl[C:2]1[CH:11]=[C:10]([Cl:12])[C:9]2[C:4](=[C:5]([CH3:15])[C:6]([O:13][CH3:14])=[CH:7][CH:8]=2)[N:3]=1.[CH2:16]([N:18]1[CH:22]=[C:21](B2OC(C)(C)C(C)(C)O2)[CH:20]=[N:19]1)[CH3:17].C(=O)([O-])[O-].[K+].[K+]. The catalyst is CN(C=O)C.C1C=CC(P(C2C=CC=CC=2)C2C=CC=CC=2)=CC=1.C1C=CC(P(C2C=CC=CC=2)C2C=CC=CC=2)=CC=1.Cl[Pd]Cl. The product is [Cl:12][C:10]1[C:9]2[C:4](=[C:5]([CH3:15])[C:6]([O:13][CH3:14])=[CH:7][CH:8]=2)[N:3]=[C:2]([C:21]2[CH:20]=[N:19][N:18]([CH2:16][CH3:17])[CH:22]=2)[CH:11]=1. The yield is 0.630. (5) The reactants are [CH3:1][C:2]1[N:3]=[C:4]([NH:7][C:8]([C:10]2[CH:15]=[C:14](Br)[CH:13]=[C:12]([CH3:17])[N:11]=2)=[O:9])[S:5][CH:6]=1.[F:18][C:19]1[CH:20]=[C:21](B(O)O)[CH:22]=[CH:23][CH:24]=1.C(=O)([O-])[O-].[Na+].[Na+].C1(P(C2C=CC=CC=2)C2C=CC=CC=2)C=CC=CC=1. The catalyst is O1CCOCC1.C(OCC)(=O)C.C([O-])(=O)C.[Pd+2].C([O-])(=O)C. The product is [CH3:1][C:2]1[N:3]=[C:4]([NH:7][C:8]([C:10]2[CH:15]=[C:14]([C:23]3[CH:22]=[CH:21][CH:20]=[C:19]([F:18])[CH:24]=3)[CH:13]=[C:12]([CH3:17])[N:11]=2)=[O:9])[S:5][CH:6]=1. The yield is 0.710. (6) The reactants are [ClH:1].[N:2]([C@@H:5]([CH2:12][CH2:13][CH3:14])[C@H:6]([OH:11])[C:7]([O:9][CH3:10])=[O:8])=[N+]=[N-]. The catalyst is O.CO.[Pd]. The product is [ClH:1].[NH2:2][C@@H:5]([CH2:12][CH2:13][CH3:14])[C@H:6]([OH:11])[C:7]([O:9][CH3:10])=[O:8]. The yield is 0.800.